This data is from Full USPTO retrosynthesis dataset with 1.9M reactions from patents (1976-2016). The task is: Predict the reactants needed to synthesize the given product. (1) Given the product [NH2:11][C:12]1[C:13](=[O:27])[N:14]([CH2:19][C:20]([O:22][C:23]([CH3:26])([CH3:25])[CH3:24])=[O:21])[C:15]([CH3:18])=[CH:16][CH:17]=1, predict the reactants needed to synthesize it. The reactants are: C(OC([NH:11][C:12]1[C:13](=[O:27])[N:14]([CH2:19][C:20]([O:22][C:23]([CH3:26])([CH3:25])[CH3:24])=[O:21])[C:15]([CH3:18])=[CH:16][CH:17]=1)=O)C1C=CC=CC=1. (2) Given the product [CH3:1][O:2][C:3]1[CH:4]=[C:5]([C:11]2[C:23](=[O:24])[N:22]([CH2:25][CH2:26][C:27]3[CH:28]=[C:29]([NH:33][C:34](=[O:40])[O:35][C:36]([CH3:39])([CH3:38])[CH3:37])[CH:30]=[CH:31][CH:32]=3)[C:14]3[N:15]=[C:16]([NH:43][CH3:42])[N:17]=[CH:18][C:13]=3[CH:12]=2)[CH:6]=[C:7]([O:9][CH3:10])[CH:8]=1, predict the reactants needed to synthesize it. The reactants are: [CH3:1][O:2][C:3]1[CH:4]=[C:5]([C:11]2[C:23](=[O:24])[N:22]([CH2:25][CH2:26][C:27]3[CH:28]=[C:29]([NH:33][C:34](=[O:40])[O:35][C:36]([CH3:39])([CH3:38])[CH3:37])[CH:30]=[CH:31][CH:32]=3)[C:14]3[N:15]=[C:16](S(C)=O)[N:17]=[CH:18][C:13]=3[CH:12]=2)[CH:6]=[C:7]([O:9][CH3:10])[CH:8]=1.C[CH2:42][N:43](C(C)C)C(C)C.CN.Cl.O. (3) Given the product [ClH:17].[NH2:13][C:6]1[C:7]2[CH2:8][CH2:9][CH2:10][CH2:11][C:12]=2[C:3]([C:1]#[N:2])=[CH:4][CH:5]=1, predict the reactants needed to synthesize it. The reactants are: [C:1]([C:3]1[C:12]2[CH2:11][CH2:10][CH2:9][CH2:8][C:7]=2[C:6]([NH:13]C(=O)C)=[CH:5][CH:4]=1)#[N:2].[ClH:17]. (4) Given the product [CH3:1][C:2]1[C:8]([CH3:9])=[CH:7][CH:6]=[C:5]([N+:10]([O-:12])=[O:11])[C:3]=1[N:4]=[C:13]=[S:14], predict the reactants needed to synthesize it. The reactants are: [CH3:1][C:2]1[C:8]([CH3:9])=[CH:7][CH:6]=[C:5]([N+:10]([O-:12])=[O:11])[C:3]=1[NH2:4].[C:13](Cl)(Cl)=[S:14]. (5) Given the product [Br:18][CH2:15][C:13]1[C:14]2[C:5]([CH:6]=[C:7]3[C:12]=1[CH:11]=[CH:10][CH:9]=[CH:8]3)=[CH:4][CH:3]=[CH:2][CH:1]=2, predict the reactants needed to synthesize it. The reactants are: [CH:1]1[C:14]2[C:5](=[CH:6][C:7]3[C:12]([C:13]=2[CH2:15]O)=[CH:11][CH:10]=[CH:9][CH:8]=3)[CH:4]=[CH:3][CH:2]=1.P(Br)(Br)[Br:18].C([O-])([O-])=O.[K+].[K+]. (6) Given the product [CH2:1]([O:3][C:4](=[O:17])[C:5]([C:7]1[CH:8]=[CH:9][C:10]([CH2:13][CH:14]([CH3:16])[CH3:15])=[CH:11][CH:12]=1)([CH3:6])[CH2:30][CH2:29][CH2:28][CH2:27][Br:26])[CH3:2], predict the reactants needed to synthesize it. The reactants are: [CH2:1]([O:3][C:4](=[O:17])[CH:5]([C:7]1[CH:12]=[CH:11][C:10]([CH2:13][CH:14]([CH3:16])[CH3:15])=[CH:9][CH:8]=1)[CH3:6])[CH3:2].[Li+].CC([N-]C(C)C)C.[Br:26][CH2:27][CH2:28][CH2:29][CH2:30]Br.O. (7) Given the product [Cl:1][C:2]1[N:7]=[C:6]([O:15][CH2:14][CH2:13][Si:12]([CH3:17])([CH3:16])[CH3:11])[CH:5]=[CH:4][N:3]=1, predict the reactants needed to synthesize it. The reactants are: [Cl:1][C:2]1[N:7]=[C:6](Cl)[CH:5]=[CH:4][N:3]=1.[H-].[Na+].[CH3:11][Si:12]([CH3:17])([CH3:16])[CH2:13][CH2:14][OH:15].Cl. (8) Given the product [Br:8][C:5]1[N:4]=[C:3]([C:9]2[N:15]=[C:12]([CH3:13])[O:11][N:10]=2)[C:2]([NH2:1])=[N:7][CH:6]=1, predict the reactants needed to synthesize it. The reactants are: [NH2:1][C:2]1[C:3](/[C:9](=[N:15]\[H])/[NH:10][O:11][C:12](=O)[CH3:13])=[N:4][C:5]([Br:8])=[CH:6][N:7]=1.CC(O)=O.C([O-])(O)=O.[Na+]. (9) Given the product [CH3:1][O:2][C:3]1[CH:8]=[CH:7][C:6]([N:9]2[C:13]([C:14]([O:16][CH3:17])=[O:15])=[CH:12][C:11]([C:18]([O:20][CH2:21][CH3:22])=[O:19])=[N:10]2)=[CH:5][CH:4]=1, predict the reactants needed to synthesize it. The reactants are: [CH3:1][O:2][C:3]1[CH:8]=[CH:7][C:6]([N:9]2[C:13]([C:14]([O:16][CH3:17])=[O:15])=[CH:12][C:11]([C:18]([OH:20])=[O:19])=[N:10]2)=[CH:5][CH:4]=1.[CH:21](N(C(C)C)CC)(C)[CH3:22].C(O)C. (10) Given the product [CH2:9]([NH:8][CH2:7][C:5]1[S:6][C:2]([C:21]2[CH:20]=[CH:19][CH:18]=[C:17]([S:14]([CH3:13])(=[O:16])=[O:15])[CH:22]=2)=[CH:3][CH:4]=1)[CH:10]([CH3:12])[CH3:11], predict the reactants needed to synthesize it. The reactants are: Br[C:2]1[S:6][C:5]([CH2:7][NH:8][CH2:9][CH:10]([CH3:12])[CH3:11])=[CH:4][CH:3]=1.[CH3:13][S:14]([C:17]1[CH:18]=[C:19](B(O)O)[CH:20]=[CH:21][CH:22]=1)(=[O:16])=[O:15].C([O-])([O-])=O.[Na+].[Na+].